Task: Predict the product of the given reaction.. Dataset: Forward reaction prediction with 1.9M reactions from USPTO patents (1976-2016) (1) Given the reactants [O:1]1CCO[CH:2]1[C:6]1[CH:7]=[C:8]([CH:21]=[C:22]([CH3:24])[CH:23]=1)[O:9][C:10]1[NH:15][C:14](=[O:16])[NH:13][C:12](=[O:17])[C:11]=1[CH:18]([CH3:20])[CH3:19].CC1C=CC(S([O-])(=O)=O)=CC=1.C1C=C[NH+]=CC=1, predict the reaction product. The product is: [CH:18]([C:11]1[C:12](=[O:17])[NH:13][C:14](=[O:16])[NH:15][C:10]=1[O:9][C:8]1[CH:7]=[C:6]([CH:23]=[C:22]([CH3:24])[CH:21]=1)[CH:2]=[O:1])([CH3:20])[CH3:19]. (2) The product is: [CH3:27][C:28]1[N:29]([CH2:37][CH2:38][NH:39][C:15](/[CH:14]=[CH:13]/[C:5]2[CH:6]=[C:7]([O:11][CH3:12])[C:8]([O:9][CH3:10])=[C:3]([O:2][CH3:1])[CH:4]=2)=[O:17])[C:30]2[C:35](=[CH:34][CH:33]=[CH:32][CH:31]=2)[CH:36]=1. Given the reactants [CH3:1][O:2][C:3]1[CH:4]=[C:5](/[CH:13]=[CH:14]/[C:15]([OH:17])=O)[CH:6]=[C:7]([O:11][CH3:12])[C:8]=1[O:9][CH3:10].CN(C1C=CC=CN=1)C.[CH3:27][C:28]1[N:29]([CH2:37][CH2:38][NH2:39])[C:30]2[C:35]([CH:36]=1)=[CH:34][CH:33]=[CH:32][CH:31]=2.Cl.C(N=C=NCCCN(C)C)C, predict the reaction product. (3) Given the reactants [C:1]1([C:7]2[S:11][CH:10]=[N:9][C:8]=2C(O)=O)[CH:6]=[CH:5][CH:4]=[CH:3][CH:2]=1.C1C=CC(P([N:29]=[N+]=[N-])(C2C=CC=CC=2)=O)=CC=1.[ClH:32].Cl.[NH2:34][CH:35]1[CH:40]2[CH2:41][CH2:42][N:37]([CH2:38][CH2:39]2)[CH2:36]1.Cl.[CH3:44][OH:45], predict the reaction product. The product is: [ClH:32].[N:37]12[CH2:42][CH2:41][CH:40]([CH2:39][CH2:38]1)[CH:35]([NH:34][C:44]([NH:29][C:8]1[N:9]=[CH:10][S:11][C:7]=1[C:1]1[CH:2]=[CH:3][CH:4]=[CH:5][CH:6]=1)=[O:45])[CH2:36]2. (4) Given the reactants CCN(C(C)C)C(C)C.OC(C(F)(F)F)=O.[NH2:17][CH2:18][C:19]([N:21]1[CH2:26][CH2:25][N:24]([C:27](=[O:38])[C:28]2[CH:33]=[CH:32][CH:31]=[CH:30][C:29]=2[C:34]([F:37])([F:36])[F:35])[CH2:23][CH2:22]1)=[O:20].C1C=CC2N(O)N=NC=2C=1.CCN=C=NCCCN(C)C.Cl.[C:61]1([CH2:67][C:68](O)=[O:69])[CH:66]=[CH:65][CH:64]=[CH:63][CH:62]=1, predict the reaction product. The product is: [O:20]=[C:19]([N:21]1[CH2:22][CH2:23][N:24]([C:27](=[O:38])[C:28]2[CH:33]=[CH:32][CH:31]=[CH:30][C:29]=2[C:34]([F:37])([F:35])[F:36])[CH2:25][CH2:26]1)[CH2:18][NH:17][C:68](=[O:69])[CH2:67][C:61]1[CH:66]=[CH:65][CH:64]=[CH:63][CH:62]=1. (5) Given the reactants [NH:1]1[CH:5]=[C:4]([C:6]2[C:7]3[CH:14]=[CH:13][N:12]([CH2:15][O:16][CH2:17][CH2:18][Si:19]([CH3:22])([CH3:21])[CH3:20])[C:8]=3[N:9]=[CH:10][N:11]=2)[CH:3]=[N:2]1.[C:23]([CH:25]=[C:26]1[CH2:29][N:28]([C@H:30]2[CH2:35][CH2:34][N:33](C(OC(C)(C)C)=O)[CH2:32][C@H:31]2[O:43][CH3:44])[CH2:27]1)#[N:24].N12CCCN=C1CCCCC2.Cl, predict the reaction product. The product is: [CH3:44][O:43][C@H:31]1[C@@H:30]([N:28]2[CH2:29][C:26]([CH2:25][C:23]#[N:24])([N:1]3[CH:5]=[C:4]([C:6]4[C:7]5[CH:14]=[CH:13][N:12]([CH2:15][O:16][CH2:17][CH2:18][Si:19]([CH3:22])([CH3:21])[CH3:20])[C:8]=5[N:9]=[CH:10][N:11]=4)[CH:3]=[N:2]3)[CH2:27]2)[CH2:35][CH2:34][NH:33][CH2:32]1.